Predict the reactants needed to synthesize the given product. From a dataset of Full USPTO retrosynthesis dataset with 1.9M reactions from patents (1976-2016). (1) Given the product [Cl:1][C:2]1[CH:3]=[C:4]([C:11]2[CH:16]=[C:15]([Cl:17])[CH:14]=[CH:13][C:12]=2[O:18][CH2:19][C:20]([OH:22])=[O:21])[CH:5]=[CH:6][C:7]=1[S:8]([CH3:10])(=[O:9])=[O:28], predict the reactants needed to synthesize it. The reactants are: [Cl:1][C:2]1[CH:3]=[C:4]([C:11]2[CH:16]=[C:15]([Cl:17])[CH:14]=[CH:13][C:12]=2[O:18][CH2:19][C:20]([O:22]C(C)(C)C)=[O:21])[CH:5]=[CH:6][C:7]=1[S:8]([CH3:10])=[O:9].C(O)(C(F)(F)F)=[O:28]. (2) Given the product [CH:31]1([CH2:34][N:22]([CH2:23][C:24]2[CH:25]=[CH:26][C:27]([CH3:30])=[CH:28][CH:29]=2)[C:20]([C:17]2[CH:18]=[CH:19][C:14]([C:3]3[CH:4]=[C:5]([C:8]4[O:9][C:10]([CH3:13])=[N:11][N:12]=4)[CH:6]=[CH:7][C:2]=3[CH3:1])=[CH:15][CH:16]=2)=[O:21])[CH2:33][CH2:32]1, predict the reactants needed to synthesize it. The reactants are: [CH3:1][C:2]1[CH:7]=[CH:6][C:5]([C:8]2[O:9][C:10]([CH3:13])=[N:11][N:12]=2)=[CH:4][C:3]=1[C:14]1[CH:19]=[CH:18][C:17]([C:20]([NH:22][CH2:23][C:24]2[CH:29]=[CH:28][C:27]([CH3:30])=[CH:26][CH:25]=2)=[O:21])=[CH:16][CH:15]=1.[CH:31]1([CH2:34]Br)[CH2:33][CH2:32]1. (3) Given the product [C:40]([O:44][C:45](=[O:48])[CH2:46][C:2]1[CH:3]=[C:4]2[C:8](=[CH:9][CH:10]=1)[N:7]([CH:11]1[CH2:16][CH2:15][CH2:14][CH2:13][O:12]1)[N:6]=[C:5]2[C:17]1[N:22]=[C:21]([O:23][C@H:24]2[CH2:31][N:30]([C:32]([O:34][C:35]([CH3:37])([CH3:36])[CH3:38])=[O:33])[CH2:29][CH2:28][C:25]32[CH2:27][CH2:26]3)[CH:20]=[N:19][CH:18]=1)([CH3:43])([CH3:42])[CH3:41], predict the reactants needed to synthesize it. The reactants are: Br[C:2]1[CH:3]=[C:4]2[C:8](=[CH:9][CH:10]=1)[N:7]([CH:11]1[CH2:16][CH2:15][CH2:14][CH2:13][O:12]1)[N:6]=[C:5]2[C:17]1[N:22]=[C:21]([O:23][C@H:24]2[CH2:31][N:30]([C:32]([O:34][C:35]([CH3:38])([CH3:37])[CH3:36])=[O:33])[CH2:29][CH2:28][C:25]32[CH2:27][CH2:26]3)[CH:20]=[N:19][CH:18]=1.[Cl-].[C:40]([O:44][C:45](=[O:48])[CH2:46][Zn+])([CH3:43])([CH3:42])[CH3:41].CCOCC.N#N. (4) Given the product [N:33]1([CH2:38][CH2:39][O:40][C:41]2[CH:42]=[C:43]([NH:47][C:48]3[N:49]=[CH:50][C:51]([NH:54][C:58](=[O:59])[C:57]4[C:56]([Cl:55])=[CH:64][CH:63]=[CH:62][C:61]=4[Cl:65])=[CH:52][N:53]=3)[CH:44]=[CH:45][CH:46]=2)[CH2:37][CH2:36][CH2:35][CH2:34]1, predict the reactants needed to synthesize it. The reactants are: N1(CCOC2C=CC(NC3N=CC(NC(=O)C4C(C)=CC=CC=4C)=CN=3)=CC=2)CCCC1.[N:33]1([CH2:38][CH2:39][O:40][C:41]2[CH:42]=[C:43]([NH:47][C:48]3[N:53]=[CH:52][C:51]([NH2:54])=[CH:50][N:49]=3)[CH:44]=[CH:45][CH:46]=2)[CH2:37][CH2:36][CH2:35][CH2:34]1.[Cl:55][C:56]1[CH:64]=[CH:63][CH:62]=[C:61]([Cl:65])[C:57]=1[C:58](Cl)=[O:59]. (5) Given the product [O:2]1[C:6]2[CH:7]=[CH:8][C:9]([C@@H:11]3[C:16]4[NH:17][C:18]5[C:23]([C:15]=4[CH2:14][C@H:13]([C:24]([O:26][CH3:27])=[O:25])[N:12]3[C:29](=[O:28])[CH2:30][Cl:1])=[CH:22][CH:21]=[CH:20][CH:19]=5)=[CH:10][C:5]=2[O:4][CH2:3]1, predict the reactants needed to synthesize it. The reactants are: [ClH:1].[O:2]1[C:6]2[CH:7]=[CH:8][C:9]([C@@H:11]3[C:16]4[NH:17][C:18]5[C:23]([C:15]=4[CH2:14][C@H:13]([C:24]([O:26][CH3:27])=[O:25])[NH:12]3)=[CH:22][CH:21]=[CH:20][CH:19]=5)=[CH:10][C:5]=2[O:4][CH2:3]1.[O:28]1CC[CH2:30][CH2:29]1.O. (6) Given the product [CH:9](=[O:10])[C:6]1[CH:5]=[CH:4][C:3]([O:2][CH3:1])=[CH:8][CH:7]=1, predict the reactants needed to synthesize it. The reactants are: [CH3:1][O:2][C:3]1[CH:4]=[CH:5][C:6]([CH2:9][OH:10])=[CH:7][CH:8]=1.C(=O)([O-])[O-].[Na+].[Na+].C1C(=O)N(Cl)C(=O)C1. (7) Given the product [CH3:43][O:42][C:38]1[CH:37]=[C:5]([CH:4]=[C:3]([O:2][CH3:1])[C:39]=1[O:40][CH3:41])[C:6]([N:8]1[CH2:12][CH2:11][C:10]([CH2:19][CH2:20][N:21]2[CH2:27][CH2:26][CH2:25][N:24]([C:28]3[N:29]([CH2:45][C:46](=[O:49])[CH2:47][CH3:48])[C:30]4[CH:36]=[CH:35][CH:34]=[CH:33][C:31]=4[N:32]=3)[CH2:23][CH2:22]2)([C:13]2[CH:14]=[CH:15][CH:16]=[CH:17][CH:18]=2)[CH2:9]1)=[O:7], predict the reactants needed to synthesize it. The reactants are: [CH3:1][O:2][C:3]1[CH:4]=[C:5]([CH:37]=[C:38]([O:42][CH3:43])[C:39]=1[O:40][CH3:41])[C:6]([N:8]1[CH2:12][CH2:11][C:10]([CH2:19][CH2:20][N:21]2[CH2:27][CH2:26][CH2:25][N:24]([C:28]3[NH:32][C:31]4[CH:33]=[CH:34][CH:35]=[CH:36][C:30]=4[N:29]=3)[CH2:23][CH2:22]2)([C:13]2[CH:18]=[CH:17][CH:16]=[CH:15][CH:14]=2)[CH2:9]1)=[O:7].Br[CH2:45][C:46](=[O:49])[CH2:47][CH3:48]. (8) Given the product [Br:3][C:4]1[CH:5]=[CH:6][C:7]2[C:8]3[N:17]([CH2:18][CH:19]4[CH2:24][CH2:23][N:22]([S:30]([CH3:29])(=[O:32])=[O:31])[CH2:21][CH2:20]4)[C:16]([CH2:25][O:26][CH2:27][CH3:28])=[N:15][C:9]=3[C:10]([NH2:14])=[N:11][C:12]=2[CH:13]=1, predict the reactants needed to synthesize it. The reactants are: Cl.Cl.[Br:3][C:4]1[CH:5]=[CH:6][C:7]2[C:8]3[N:17]([CH2:18][CH:19]4[CH2:24][CH2:23][NH:22][CH2:21][CH2:20]4)[C:16]([CH2:25][O:26][CH2:27][CH3:28])=[N:15][C:9]=3[C:10]([NH2:14])=[N:11][C:12]=2[CH:13]=1.[CH3:29][S:30](O[S:30]([CH3:29])(=[O:32])=[O:31])(=[O:32])=[O:31]. (9) Given the product [CH:1]1([C:4]2[C:9]([C:10]([N:78]3[CH2:77][CH2:76][CH:75]([N:74]4[C@H:70]([CH2:69][OH:68])[CH2:71][C@@H:72]([NH:81][C:82](=[O:84])[CH3:83])[CH2:73]4)[CH2:80][CH2:79]3)=[O:11])=[C:8]([CH3:23])[N:7]=[C:6]([C:24]3[CH:29]=[CH:28][CH:27]=[C:26]([O:30][C:31]([F:33])([F:34])[F:32])[CH:25]=3)[N:5]=2)[CH2:3][CH2:2]1, predict the reactants needed to synthesize it. The reactants are: [CH:1]1([C:4]2[C:9]([C:10](N3CCC(N4CCCC4)CC3)=[O:11])=[C:8]([CH3:23])[N:7]=[C:6]([C:24]3[CH:29]=[CH:28][CH:27]=[C:26]([O:30][C:31]([F:34])([F:33])[F:32])[CH:25]=3)[N:5]=2)[CH2:3][CH2:2]1.CN(C(ON1N=NC2C=CC=NC1=2)=[N+](C)C)C.F[P-](F)(F)(F)(F)F.C(N(CC)CC)C.Cl.Cl.[OH:68][CH2:69][C@H:70]1[N:74]([CH:75]2[CH2:80][CH2:79][NH:78][CH2:77][CH2:76]2)[CH2:73][C@H:72]([NH:81][C:82](=[O:84])[CH3:83])[CH2:71]1. (10) Given the product [Br:1][C:2]1[CH:7]=[CH:6][CH:5]=[C:4]([CH2:8][S:11][CH3:10])[N:3]=1, predict the reactants needed to synthesize it. The reactants are: [Br:1][C:2]1[CH:7]=[CH:6][CH:5]=[C:4]([CH2:8]Br)[N:3]=1.[CH3:10][S-:11].[Na+].